The task is: Predict the reactants needed to synthesize the given product.. This data is from Full USPTO retrosynthesis dataset with 1.9M reactions from patents (1976-2016). (1) Given the product [CH:32]1([NH:35][C:8]([NH:9][C:10]2[CH:15]=[CH:14][C:13]([O:16][C:17]3[C:26]4[C:21](=[CH:22][C:23]([O:29][CH3:30])=[C:24]([O:27][CH3:28])[CH:25]=4)[N:20]=[CH:19][CH:18]=3)=[CH:12][CH:11]=2)=[O:7])[CH2:34][CH2:33]1, predict the reactants needed to synthesize it. The reactants are: C1([O:7][C:8](=O)[NH:9][C:10]2[CH:15]=[CH:14][C:13]([O:16][C:17]3[C:26]4[C:21](=[CH:22][C:23]([O:29][CH3:30])=[C:24]([O:27][CH3:28])[CH:25]=4)[N:20]=[CH:19][CH:18]=3)=[CH:12][CH:11]=2)C=CC=CC=1.[CH:32]1([NH2:35])[CH2:34][CH2:33]1.C(OCC)(=O)C.O. (2) Given the product [CH:18]1([O:23][C:24]2[CH:32]=[CH:31][C:30]([S:33]([CH3:36])(=[O:34])=[O:35])=[CH:29][C:25]=2[C:26]([N:5]2[CH2:4][CH2:3][N:2]([C:8]3[CH:9]=[N:10][C:11]4[C:16]([CH:17]=3)=[CH:15][CH:14]=[CH:13][CH:12]=4)[CH2:7][CH2:6]2)=[O:27])[CH2:19][CH2:20][CH2:21][CH2:22]1, predict the reactants needed to synthesize it. The reactants are: Cl.[N:2]1([C:8]2[CH:9]=[N:10][C:11]3[C:16]([CH:17]=2)=[CH:15][CH:14]=[CH:13][CH:12]=3)[CH2:7][CH2:6][NH:5][CH2:4][CH2:3]1.[CH:18]1([O:23][C:24]2[CH:32]=[CH:31][C:30]([S:33]([CH3:36])(=[O:35])=[O:34])=[CH:29][C:25]=2[C:26](O)=[O:27])[CH2:22][CH2:21][CH2:20][CH2:19]1.C(OCC)(=O)C.